Dataset: Forward reaction prediction with 1.9M reactions from USPTO patents (1976-2016). Task: Predict the product of the given reaction. (1) Given the reactants C([O:8][C:9]1[C:10]([C:26]([O:28][CH3:29])=[O:27])=[N:11][N:12]2[CH:17]([C:18]3[CH:19]=[N:20][CH:21]=[CH:22][CH:23]=3)[CH2:16][N:15]([CH3:24])[C:14](=[O:25])[C:13]=12)C1C=CC=CC=1, predict the reaction product. The product is: [OH:8][C:9]1[C:10]([C:26]([O:28][CH3:29])=[O:27])=[N:11][N:12]2[CH:17]([C:18]3[CH:19]=[N:20][CH:21]=[CH:22][CH:23]=3)[CH2:16][N:15]([CH3:24])[C:14](=[O:25])[C:13]=12. (2) Given the reactants [Cl:1][C:2]1[CH:10]=[C:9]2[C:5]([C:6]([C:11]([N:13]3[CH2:18][CH2:17][C:16]4([C:22]5[CH:23]=[CH:24][CH:25]=[CH:26][C:21]=5[CH2:20][O:19]4)[CH2:15][CH2:14]3)=[O:12])=[CH:7][NH:8]2)=[CH:4][CH:3]=1.[CH3:27][C:28]1[CH:32]=[C:31]([CH2:33]OS(C)(=O)=O)[O:30][N:29]=1, predict the reaction product. The product is: [Cl:1][C:2]1[CH:10]=[C:9]2[C:5]([C:6]([C:11]([N:13]3[CH2:18][CH2:17][C:16]4([C:22]5[CH:23]=[CH:24][CH:25]=[CH:26][C:21]=5[CH2:20][O:19]4)[CH2:15][CH2:14]3)=[O:12])=[CH:7][N:8]2[CH2:33][C:31]2[O:30][N:29]=[C:28]([CH3:27])[CH:32]=2)=[CH:4][CH:3]=1. (3) Given the reactants [NH2:1][C@H:2]([C:10]([NH:12][C@H:13]([C:22]([CH2:24]Br)=[O:23])[CH2:14][CH2:15][C:16]1[CH:21]=[CH:20][CH:19]=[CH:18][CH:17]=1)=[O:11])[CH2:3][C:4]1[CH:9]=[CH:8][CH:7]=[CH:6][CH:5]=1.[F-].[K+].C(=O)([O-])[O-].[K+].[K+].[CH2:34]([OH:36])[CH3:35], predict the reaction product. The product is: [NH2:1][C@H:2]([C:10]([NH:12][C@H:13]([C:22]([CH2:24][O:36][CH2:34][CH3:35])=[O:23])[CH2:14][CH2:15][C:16]1[CH:21]=[CH:20][CH:19]=[CH:18][CH:17]=1)=[O:11])[CH2:3][C:4]1[CH:9]=[CH:8][CH:7]=[CH:6][CH:5]=1.